This data is from Catalyst prediction with 721,799 reactions and 888 catalyst types from USPTO. The task is: Predict which catalyst facilitates the given reaction. (1) Reactant: Br[C:2]1[N:7]2[C:8]([Cl:15])=[C:9]([C:11]([F:14])([F:13])[F:12])[N:10]=[C:6]2[C:5]([N:16]([CH3:24])C(=O)OC(C)(C)C)=[CH:4][CH:3]=1.CC1(C)C(C)(C)OB([C:33]2[CH:34]=[C:35]3[C:40](=[CH:41][CH:42]=2)[NH:39][C:38](=[O:43])[CH:37]=[CH:36]3)O1.C(=O)([O-])[O-].[Na+].[Na+].O. Product: [Cl:15][C:8]1[N:7]2[C:2]([C:33]3[CH:34]=[C:35]4[C:40](=[CH:41][CH:42]=3)[NH:39][C:38](=[O:43])[CH:37]=[CH:36]4)=[CH:3][CH:4]=[C:5]([NH:16][CH3:24])[C:6]2=[N:10][C:9]=1[C:11]([F:12])([F:13])[F:14]. The catalyst class is: 755. (2) Reactant: Br[C:2]1[N:7]=[C:6]([NH:8][C@H:9]2[CH:14]3[CH2:15][CH2:16][CH:11]([CH2:12][CH2:13]3)[C@@H:10]2[C:17]([O:19][CH3:20])=[O:18])[C:5]([F:21])=[CH:4][C:3]=1[F:22].[F:23][C:24]1[CH:25]=[C:26]2[C:32](B3OC(C)(C)C(C)(C)O3)=[CH:31][N:30]([S:42]([C:45]3[CH:50]=[CH:49][C:48]([CH3:51])=[CH:47][CH:46]=3)(=[O:44])=[O:43])[C:27]2=[N:28][CH:29]=1.C1COCC1.C([O-])([O-])=O.[Na+].[Na+]. Product: [F:21][C:5]1[C:6]([NH:8][C@H:9]2[CH:14]3[CH2:15][CH2:16][CH:11]([CH2:12][CH2:13]3)[C@@H:10]2[C:17]([O:19][CH3:20])=[O:18])=[N:7][C:2]([C:32]2[C:26]3[C:27](=[N:28][CH:29]=[C:24]([F:23])[CH:25]=3)[N:30]([S:42]([C:45]3[CH:50]=[CH:49][C:48]([CH3:51])=[CH:47][CH:46]=3)(=[O:43])=[O:44])[CH:31]=2)=[C:3]([F:22])[CH:4]=1. The catalyst class is: 47. (3) Reactant: C(OC([N:8]1[CH2:12][CH2:11][C@H:10]([O:13][Si](C(C)(C)C)(C)C)[C@H:9]1[C:21](=[O:35])[NH:22][C:23]1[C:32]2[C:27](=[CH:28][CH:29]=[CH:30][CH:31]=2)[C:26]([C:33]#[N:34])=[CH:25][CH:24]=1)=O)(C)(C)C. Product: [C:33]([C:26]1[C:27]2[C:32](=[CH:31][CH:30]=[CH:29][CH:28]=2)[C:23]([NH:22][C:21]([C@@H:9]2[C@@H:10]([OH:13])[CH2:11][CH2:12][NH:8]2)=[O:35])=[CH:24][CH:25]=1)#[N:34]. The catalyst class is: 157. (4) Reactant: [C:1]([CH2:3][C:4]([O:6][C:7]([CH3:10])([CH3:9])[CH3:8])=[O:5])#[N:2].[CH:11](OCC)(OCC)OCC.C(OC(=O)C)(=O)C.Cl.[NH:29]([C:31]1[CH:40]=[CH:39][C:34]([C:35]([O:37][CH3:38])=[O:36])=[CH:33][CH:32]=1)[NH2:30].CCN(C(C)C)C(C)C. Product: [NH2:2][C:1]1[N:29]([C:31]2[CH:32]=[CH:33][C:34]([C:35]([O:37][CH3:38])=[O:36])=[CH:39][CH:40]=2)[N:30]=[CH:11][C:3]=1[C:4]([O:6][C:7]([CH3:10])([CH3:9])[CH3:8])=[O:5]. The catalyst class is: 13. (5) Reactant: [F:1][C:2]1[CH:9]=[CH:8][C:5]([CH2:6]Br)=[CH:4][CH:3]=1.[P:10]([O:15]C)([O:13][CH3:14])[O:11][CH3:12]. Product: [CH3:12][O:11][P:10]([CH2:6][C:5]1[CH:8]=[CH:9][C:2]([F:1])=[CH:3][CH:4]=1)(=[O:15])[O:13][CH3:14]. The catalyst class is: 13. (6) Reactant: [F:1][C:2]1[CH:7]=[CH:6][C:5]([C:8]2[N:9]=[C:10]3[CH:15]=[CH:14][C:13]([N+:16]([O-])=O)=[CH:12][N:11]3[CH:19]=2)=[CH:4][CH:3]=1.C(OC)(C)(C)C. Product: [F:1][C:2]1[CH:3]=[CH:4][C:5]([C:8]2[N:9]=[C:10]3[CH:15]=[CH:14][C:13]([NH2:16])=[CH:12][N:11]3[CH:19]=2)=[CH:6][CH:7]=1. The catalyst class is: 29. (7) Reactant: [NH:1]1[C:5](/[CH:6]=[CH:7]/[C:8]([NH:10][C:11]2[C:19]3[N:18]=[C:17]([C:20]4[S:21][CH:22]=[CH:23][CH:24]=4)[NH:16][C:15]=3[C:14]([O:25]C)=[CH:13][CH:12]=2)=[O:9])=[CH:4][N:3]=[CH:2]1.[H][H]. Product: [OH:25][C:14]1[C:15]2[NH:16][C:17]([C:20]3[S:21][CH:22]=[CH:23][CH:24]=3)=[N:18][C:19]=2[C:11]([NH:10][C:8](=[O:9])[CH2:7][CH2:6][C:5]2[NH:1][CH:2]=[N:3][CH:4]=2)=[CH:12][CH:13]=1. The catalyst class is: 29.